From a dataset of NCI-60 drug combinations with 297,098 pairs across 59 cell lines. Regression. Given two drug SMILES strings and cell line genomic features, predict the synergy score measuring deviation from expected non-interaction effect. (1) Drug 1: C1CCN(CC1)CCOC2=CC=C(C=C2)C(=O)C3=C(SC4=C3C=CC(=C4)O)C5=CC=C(C=C5)O. Drug 2: CS(=O)(=O)C1=CC(=C(C=C1)C(=O)NC2=CC(=C(C=C2)Cl)C3=CC=CC=N3)Cl. Cell line: SF-539. Synergy scores: CSS=5.83, Synergy_ZIP=-2.59, Synergy_Bliss=-5.26, Synergy_Loewe=-4.19, Synergy_HSA=-4.30. (2) Drug 1: C1=NC2=C(N1)C(=S)N=C(N2)N. Drug 2: CCCS(=O)(=O)NC1=C(C(=C(C=C1)F)C(=O)C2=CNC3=C2C=C(C=N3)C4=CC=C(C=C4)Cl)F. Cell line: SN12C. Synergy scores: CSS=21.5, Synergy_ZIP=-0.869, Synergy_Bliss=4.42, Synergy_Loewe=-3.68, Synergy_HSA=2.65. (3) Drug 1: CC1=CC2C(CCC3(C2CCC3(C(=O)C)OC(=O)C)C)C4(C1=CC(=O)CC4)C. Drug 2: C(CCl)NC(=O)N(CCCl)N=O. Cell line: MOLT-4. Synergy scores: CSS=9.97, Synergy_ZIP=-4.06, Synergy_Bliss=-0.868, Synergy_Loewe=-3.00, Synergy_HSA=-0.397. (4) Drug 1: CNC(=O)C1=CC=CC=C1SC2=CC3=C(C=C2)C(=NN3)C=CC4=CC=CC=N4. Drug 2: CS(=O)(=O)OCCCCOS(=O)(=O)C. Cell line: SF-539. Synergy scores: CSS=7.78, Synergy_ZIP=-5.98, Synergy_Bliss=-6.67, Synergy_Loewe=-7.03, Synergy_HSA=-4.51. (5) Drug 1: CC(CN1CC(=O)NC(=O)C1)N2CC(=O)NC(=O)C2. Drug 2: CN1C2=C(C=C(C=C2)N(CCCl)CCCl)N=C1CCCC(=O)O.Cl. Cell line: K-562. Synergy scores: CSS=27.7, Synergy_ZIP=-1.71, Synergy_Bliss=5.19, Synergy_Loewe=1.56, Synergy_HSA=4.60. (6) Drug 1: C1CCN(CC1)CCOC2=CC=C(C=C2)C(=O)C3=C(SC4=C3C=CC(=C4)O)C5=CC=C(C=C5)O. Cell line: SN12C. Drug 2: CC12CCC3C(C1CCC2=O)CC(=C)C4=CC(=O)C=CC34C. Synergy scores: CSS=21.4, Synergy_ZIP=0.205, Synergy_Bliss=-4.59, Synergy_Loewe=-3.16, Synergy_HSA=-2.58. (7) Drug 1: C1CC(=O)NC(=O)C1N2CC3=C(C2=O)C=CC=C3N. Drug 2: CC1=C(N=C(N=C1N)C(CC(=O)N)NCC(C(=O)N)N)C(=O)NC(C(C2=CN=CN2)OC3C(C(C(C(O3)CO)O)O)OC4C(C(C(C(O4)CO)O)OC(=O)N)O)C(=O)NC(C)C(C(C)C(=O)NC(C(C)O)C(=O)NCCC5=NC(=CS5)C6=NC(=CS6)C(=O)NCCC[S+](C)C)O. Cell line: SF-539. Synergy scores: CSS=6.76, Synergy_ZIP=-4.31, Synergy_Bliss=0.661, Synergy_Loewe=1.10, Synergy_HSA=1.56. (8) Drug 1: C1CCN(CC1)CCOC2=CC=C(C=C2)C(=O)C3=C(SC4=C3C=CC(=C4)O)C5=CC=C(C=C5)O. Drug 2: CN(CC1=CN=C2C(=N1)C(=NC(=N2)N)N)C3=CC=C(C=C3)C(=O)NC(CCC(=O)O)C(=O)O. Cell line: NCI-H226. Synergy scores: CSS=10.5, Synergy_ZIP=-0.468, Synergy_Bliss=0.157, Synergy_Loewe=-9.99, Synergy_HSA=-2.57. (9) Drug 1: C1C(C(OC1N2C=NC3=C(N=C(N=C32)Cl)N)CO)O. Drug 2: CC1CCCC2(C(O2)CC(NC(=O)CC(C(C(=O)C(C1O)C)(C)C)O)C(=CC3=CSC(=N3)C)C)C. Cell line: SN12C. Synergy scores: CSS=54.3, Synergy_ZIP=-2.79, Synergy_Bliss=-6.03, Synergy_Loewe=-5.95, Synergy_HSA=-2.05. (10) Drug 1: CC1CCC2CC(C(=CC=CC=CC(CC(C(=O)C(C(C(=CC(C(=O)CC(OC(=O)C3CCCCN3C(=O)C(=O)C1(O2)O)C(C)CC4CCC(C(C4)OC)O)C)C)O)OC)C)C)C)OC. Drug 2: CCC1(CC2CC(C3=C(CCN(C2)C1)C4=CC=CC=C4N3)(C5=C(C=C6C(=C5)C78CCN9C7C(C=CC9)(C(C(C8N6C)(C(=O)OC)O)OC(=O)C)CC)OC)C(=O)OC)O.OS(=O)(=O)O. Cell line: NCI-H322M. Synergy scores: CSS=-0.398, Synergy_ZIP=0.106, Synergy_Bliss=0.266, Synergy_Loewe=-1.18, Synergy_HSA=-0.427.